From a dataset of Full USPTO retrosynthesis dataset with 1.9M reactions from patents (1976-2016). Predict the reactants needed to synthesize the given product. Given the product [C@@H:18]([NH:17][C:6]1[CH:5]=[C:4]([CH:9]=[C:8]([C:10]2[CH:15]=[CH:14][CH:13]=[CH:12][C:11]=2[F:16])[N:7]=1)[C:3]([OH:22])=[O:2])([CH2:20][CH3:21])[CH3:19], predict the reactants needed to synthesize it. The reactants are: C[O:2][C:3](=[O:22])[C:4]1[CH:9]=[C:8]([C:10]2[CH:15]=[CH:14][CH:13]=[CH:12][C:11]=2[F:16])[N:7]=[C:6]([NH:17][C@H:18]([CH2:20][CH3:21])[CH3:19])[CH:5]=1.[OH-].[Na+].